Dataset: NCI-60 drug combinations with 297,098 pairs across 59 cell lines. Task: Regression. Given two drug SMILES strings and cell line genomic features, predict the synergy score measuring deviation from expected non-interaction effect. Drug 1: C1=C(C(=O)NC(=O)N1)N(CCCl)CCCl. Drug 2: CC1CCC2CC(C(=CC=CC=CC(CC(C(=O)C(C(C(=CC(C(=O)CC(OC(=O)C3CCCCN3C(=O)C(=O)C1(O2)O)C(C)CC4CCC(C(C4)OC)OCCO)C)C)O)OC)C)C)C)OC. Cell line: A498. Synergy scores: CSS=33.1, Synergy_ZIP=2.13, Synergy_Bliss=5.16, Synergy_Loewe=2.84, Synergy_HSA=8.62.